Predict the product of the given reaction. From a dataset of Forward reaction prediction with 1.9M reactions from USPTO patents (1976-2016). Given the reactants [OH:1][C@H:2]1[CH2:19][CH2:18][C@@:17]2([CH3:20])[C@@H:4]([CH2:5][CH2:6][C@:7]3([CH3:36])[C@@H:16]2[CH2:15][CH2:14][C@H:13]2[C@@:8]3([CH3:35])[CH2:9][CH2:10][C@@:11]3([NH:27][C:28](=[O:34])[O:29][C:30]([CH3:33])([CH3:32])[CH3:31])[CH2:23][CH2:22][C@@H:21]([C:24]([CH3:26])=[CH2:25])[C@@H:12]32)[C:3]1([CH3:38])[CH3:37].[Cr](Cl)([O-])(=O)=O.[NH+]1C=CC=CC=1, predict the reaction product. The product is: [CH3:35][C@:8]12[C@@:7]3([CH3:36])[C@@H:16]([C@:17]4([CH3:20])[C@@H:4]([CH2:5][CH2:6]3)[C:3]([CH3:37])([CH3:38])[C:2](=[O:1])[CH2:19][CH2:18]4)[CH2:15][CH2:14][C@@H:13]1[C@H:12]1[C@H:21]([C:24]([CH3:26])=[CH2:25])[CH2:22][CH2:23][C@:11]1([NH:27][C:28](=[O:34])[O:29][C:30]([CH3:33])([CH3:32])[CH3:31])[CH2:10][CH2:9]2.